This data is from Peptide-MHC class II binding affinity with 134,281 pairs from IEDB. The task is: Regression. Given a peptide amino acid sequence and an MHC pseudo amino acid sequence, predict their binding affinity value. This is MHC class II binding data. The peptide sequence is RRAIDLPTHENHGLK. The MHC is HLA-DQA10102-DQB10501 with pseudo-sequence HLA-DQA10102-DQB10501. The binding affinity (normalized) is 0.